Dataset: Reaction yield outcomes from USPTO patents with 853,638 reactions. Task: Predict the reaction yield, written as a fraction of the theoretical maximum amount of product (1.0 means a 100% yield; for example, 0.34 means a 34% yield). (1) The catalyst is O.CN(C)C=O. The yield is 0.780. The product is [Cl:52][C:53]1[CH:58]=[C:57]([CH2:59][NH:60][C:15]([C@H:9]2[N:8]([C:6]([O:5][C:1]([CH3:2])([CH3:3])[CH3:4])=[O:7])[C@@H:12]([CH3:13])[C@H:11]([F:14])[CH2:10]2)=[O:17])[C:56]([C:61]([F:62])([F:63])[F:64])=[CH:55][N:54]=1. The reactants are [C:1]([O:5][C:6]([N:8]1[C@@H:12]([CH3:13])[C@H:11]([F:14])[CH2:10][C@H:9]1[C:15]([OH:17])=O)=[O:7])([CH3:4])([CH3:3])[CH3:2].CCN(C(C)C)C(C)C.CN(C(ON1N=NC2C=CC=NC1=2)=[N+](C)C)C.F[P-](F)(F)(F)(F)F.Cl.[Cl:52][C:53]1[CH:58]=[C:57]([CH2:59][NH2:60])[C:56]([C:61]([F:64])([F:63])[F:62])=[CH:55][N:54]=1. (2) The reactants are C[O:2][C:3]1[CH:12]=[C:11]2[C:6]([CH:7]([C:13]([OH:15])=[O:14])[CH2:8][CH2:9][O:10]2)=[CH:5][CH:4]=1.Br.[C:17](OCC)(=O)C. No catalyst specified. The product is [OH:2][C:3]1[CH:12]=[C:11]2[C:6]([CH:7]([C:13]([O:15][CH3:17])=[O:14])[CH2:8][CH2:9][O:10]2)=[CH:5][CH:4]=1. The yield is 0.439. (3) The reactants are [CH2:1]([O:8][C:9]1[CH:10]=[C:11]([C:15]2[CH:20]=[CH:19][N:18]=[C:17]3[N:21]([CH2:34][O:35][CH2:36][CH2:37][Si:38]([CH3:41])([CH3:40])[CH3:39])[C:22]([C:24]4[CH:33]=[CH:32][C:27]([C:28]([O:30]C)=[O:29])=[CH:26][CH:25]=4)=[N:23][C:16]=23)[CH:12]=[CH:13][CH:14]=1)[C:2]1[CH:7]=[CH:6][CH:5]=[CH:4][CH:3]=1.Cl. The catalyst is C1COCC1.O. The product is [CH2:1]([O:8][C:9]1[CH:10]=[C:11]([C:15]2[CH:20]=[CH:19][N:18]=[C:17]3[N:21]([CH2:34][O:35][CH2:36][CH2:37][Si:38]([CH3:41])([CH3:40])[CH3:39])[C:22]([C:24]4[CH:25]=[CH:26][C:27]([C:28]([OH:30])=[O:29])=[CH:32][CH:33]=4)=[N:23][C:16]=23)[CH:12]=[CH:13][CH:14]=1)[C:2]1[CH:7]=[CH:6][CH:5]=[CH:4][CH:3]=1. The yield is 0.400. (4) The reactants are [C:1]([O:5][P:6]([O:13][CH2:14][CH2:15][NH:16]C(=O)OCC1C=CC=CC=1)([O:8][C:9]([CH3:12])([CH3:11])[CH3:10])=[O:7])([CH3:4])([CH3:3])[CH3:2]. The catalyst is CO.[Pd]. The product is [P:6]([O:5][C:1]([CH3:4])([CH3:3])[CH3:2])([O:8][C:9]([CH3:10])([CH3:12])[CH3:11])([O:13][CH2:14][CH2:15][NH2:16])=[O:7]. The yield is 0.790. (5) The reactants are [CH3:1][O:2][C:3]1[C:8]([NH:9][C:10](=[O:35])[C:11]2[CH:16]=[C:15]([CH2:17][C:18]3[C:19](=[O:30])[C:20]([O:28][CH3:29])=[C:21]([O:26][CH3:27])[C:22](=[O:25])[C:23]=3[CH3:24])[CH:14]=[CH:13][C:12]=2[O:31]C(=O)C)=[CH:7][CH:6]=[C:5]([O:36][CH3:37])[N:4]=1.C(=O)([O-])O.[Na+]. The catalyst is CO.O. The product is [CH3:1][O:2][C:3]1[C:8]([NH:9][C:10](=[O:35])[C:11]2[CH:16]=[C:15]([CH2:17][C:18]3[C:19](=[O:30])[C:20]([O:28][CH3:29])=[C:21]([O:26][CH3:27])[C:22](=[O:25])[C:23]=3[CH3:24])[CH:14]=[CH:13][C:12]=2[OH:31])=[CH:7][CH:6]=[C:5]([O:36][CH3:37])[N:4]=1. The yield is 0.870. (6) The reactants are [NH3:1].CO[C:4](=[O:38])[CH:5]([NH:30][C:31]([O:33][C:34]([CH3:37])([CH3:36])[CH3:35])=[O:32])[CH2:6][CH2:7][O:8][C:9]1[CH:14]=[CH:13][C:12]([CH2:15][CH2:16][CH2:17][CH2:18][NH:19][C:20]([O:22][CH2:23][C:24]2[CH:29]=[CH:28][CH:27]=[CH:26][CH:25]=2)=[O:21])=[CH:11][CH:10]=1. The catalyst is CO. The product is [CH2:23]([O:22][C:20](=[O:21])[NH:19][CH2:18][CH2:17][CH2:16][CH2:15][C:12]1[CH:13]=[CH:14][C:9]([O:8][CH2:7][CH2:6][CH:5]([NH:30][C:31]([O:33][C:34]([CH3:37])([CH3:35])[CH3:36])=[O:32])[C:4](=[O:38])[NH2:1])=[CH:10][CH:11]=1)[C:24]1[CH:25]=[CH:26][CH:27]=[CH:28][CH:29]=1. The yield is 0.630. (7) The reactants are B(Br)(Br)[Br:2].Cl.[CH3:6][N:7]([CH2:9][C:10]1[S:25][C:13]2[NH:14][C:15](=[O:24])[C:16]3[CH:17]=[CH:18][CH:19]=[C:20]([O:22]C)[C:21]=3[C:12]=2[CH:11]=1)[CH3:8]. The catalyst is ClCCl. The product is [BrH:2].[CH3:8][N:7]([CH2:9][C:10]1[S:25][C:13]2[NH:14][C:15](=[O:24])[C:16]3[CH:17]=[CH:18][CH:19]=[C:20]([OH:22])[C:21]=3[C:12]=2[CH:11]=1)[CH3:6]. The yield is 0.540. (8) The reactants are C(P(C(C)(C)C)C(C)(C)C)(C)(C)C.Br[C:15]1[CH:16]=[CH:17][C:18]2[N:23]([CH:24]3[CH2:28][CH2:27][N:26]([C:29]([O:31][C:32]([CH3:35])([CH3:34])[CH3:33])=[O:30])[CH2:25]3)[CH2:22][CH2:21][S:20][C:19]=2[CH:36]=1.CCCC[N+:41](CCCC)(CCCC)CCCC.[F-]. The catalyst is C1COCC1.[Li+].C[Si]([N-][Si](C)(C)C)(C)C.C1C=CC(/C=C/C(/C=C/C2C=CC=CC=2)=O)=CC=1.C1C=CC(/C=C/C(/C=C/C2C=CC=CC=2)=O)=CC=1.C1C=CC(/C=C/C(/C=C/C2C=CC=CC=2)=O)=CC=1.[Pd].[Pd]. The product is [NH2:41][C:15]1[CH:16]=[CH:17][C:18]2[N:23]([CH:24]3[CH2:28][CH2:27][N:26]([C:29]([O:31][C:32]([CH3:35])([CH3:34])[CH3:33])=[O:30])[CH2:25]3)[CH2:22][CH2:21][S:20][C:19]=2[CH:36]=1. The yield is 0.830. (9) The reactants are [C:1]([C:5]1[CH:10]=[C:9]([CH3:11])[C:8]([N+:12]([O-:14])=[O:13])=[CH:7][C:6]=1[N+:15]([O-:17])=[O:16])([CH3:4])([CH3:3])[CH3:2].C(C1C=CC([N+]([O-])=O)=C(C)C=1[N+]([O-])=O)(C)(C)C.C[C:36]([N:38]([CH3:40])[CH3:39])=O. The catalyst is CN(C=O)C. The product is [C:1]([C:5]1[C:6]([N+:15]([O-:17])=[O:16])=[CH:7][C:8]([N+:12]([O-:14])=[O:13])=[C:9](/[CH:11]=[CH:36]/[N:38]([CH3:40])[CH3:39])[CH:10]=1)([CH3:4])([CH3:2])[CH3:3]. The yield is 0.680.